This data is from Reaction yield outcomes from USPTO patents with 853,638 reactions. The task is: Predict the reaction yield, written as a fraction of the theoretical maximum amount of product (1.0 means a 100% yield; for example, 0.34 means a 34% yield). (1) The reactants are [CH3:1][O:2][C:3]1[N:8]=[C:7]([O:9][CH3:10])[C:6]([NH2:11])=[CH:5][N:4]=1.C1N=CN([C:17](N2C=NC=C2)=[S:18])C=1.CCCCCC.C(OCC)(=O)C. The catalyst is O1CCCC1. The product is [N:11]([C:6]1[C:7]([O:9][CH3:10])=[N:8][C:3]([O:2][CH3:1])=[N:4][CH:5]=1)=[C:17]=[S:18]. The yield is 0.840. (2) The reactants are CC([O-])(C)C.[K+].Cl[C:8]1[CH:13]=[CH:12][N:11]=[C:10]2[CH:14]=[CH:15][S:16][C:9]=12.COC(=O)CC[S:22][C:23]1[CH:24]=[C:25]([O:49][C:50]2[CH:55]=[CH:54][CH:53]=[CH:52][CH:51]=2)[C:26]([NH:29][C:30]2[S:31][CH:32]=[C:33]([CH2:35][CH:36]3[CH2:41][CH2:40][N:39]([C:42]([O:44][C:45]([CH3:48])([CH3:47])[CH3:46])=[O:43])[CH2:38][CH2:37]3)[N:34]=2)=[N:27][CH:28]=1. The catalyst is CS(C)=O. The product is [O:49]([C:25]1[C:26]([NH:29][C:30]2[S:31][CH:32]=[C:33]([CH2:35][CH:36]3[CH2:37][CH2:38][N:39]([C:42]([O:44][C:45]([CH3:48])([CH3:47])[CH3:46])=[O:43])[CH2:40][CH2:41]3)[N:34]=2)=[N:27][CH:28]=[C:23]([S:22][C:8]2[CH:13]=[CH:12][N:11]=[C:10]3[CH:14]=[CH:15][S:16][C:9]=23)[CH:24]=1)[C:50]1[CH:55]=[CH:54][CH:53]=[CH:52][CH:51]=1. The yield is 0.974. (3) The reactants are Br[C:2]1[CH:9]=[CH:8][C:5]([C:6]#[N:7])=[CH:4][C:3]=1[CH3:10].[N:11]1([C:17]([O:19][C:20]([CH3:23])([CH3:22])[CH3:21])=[O:18])[CH2:16][CH2:15][NH:14][CH2:13][CH2:12]1. The catalyst is C1COCC1.C1C=CC(P(C2C=CC=CC=2)[C-]2C=CC=C2)=CC=1.C1C=CC(P(C2C=CC=CC=2)[C-]2C=CC=C2)=CC=1.[Fe+2]. The product is [C:20]([O:19][C:17]([N:11]1[CH2:16][CH2:15][N:14]([C:2]2[CH:9]=[CH:8][C:5]([C:6]#[N:7])=[CH:4][C:3]=2[CH3:10])[CH2:13][CH2:12]1)=[O:18])([CH3:23])([CH3:21])[CH3:22]. The yield is 0.869. (4) The reactants are N[C:2]1[CH:3]=[C:4]([N:12]2[CH2:17][CH2:16][N:15]([C:18]([C:20]3[C:21]([C:26]4[CH:31]=[CH:30][CH:29]=[CH:28][C:27]=4[O:32][CH3:33])=[N:22][O:23][C:24]=3[CH3:25])=[O:19])[CH2:14][CH2:13]2)[C:5]([Br:11])=[N:6][C:7]=1[N+:8]([O-:10])=[O:9].[H+].[B-](F)(F)(F)F.N(OCCC(C)C)=O.O[PH2]=O. The catalyst is C(O)C.CN(C=O)C. The product is [Br:11][C:5]1[C:4]([N:12]2[CH2:13][CH2:14][N:15]([C:18]([C:20]3[C:21]([C:26]4[CH:31]=[CH:30][CH:29]=[CH:28][C:27]=4[O:32][CH3:33])=[N:22][O:23][C:24]=3[CH3:25])=[O:19])[CH2:16][CH2:17]2)=[CH:3][CH:2]=[C:7]([N+:8]([O-:10])=[O:9])[N:6]=1. The yield is 0.313. (5) The reactants are [OH:1][C:2]([C:56]1[S:57][CH:58]=[CH:59][CH:60]=1)([C:51]1[S:52][CH:53]=[CH:54][CH:55]=1)[C:3]([O:5][C@H:6]1[CH2:11][CH2:10][C@H:9]([N:12]([CH2:14][CH2:15][CH2:16][N:17]2[C:21]3[CH:22]=[CH:23][C:24]([CH2:26][NH:27][CH2:28][C@H:29]([O:42][Si](C(C)(C)C)(C)C)[C:30]4[CH:39]=[CH:38][C:37]([OH:40])=[C:36]5[C:31]=4[CH:32]=[CH:33][C:34](=[O:41])[NH:35]5)=[CH:25][C:20]=3[NH:19][C:18]2=[O:50])[CH3:13])[CH2:8][CH2:7]1)=[O:4].[FH:61].F.F.C(N(CC)CC)C.C(#N)C. The catalyst is C1COCC1. The product is [FH:61].[FH:61].[OH:1][C:2]([C:51]1[S:52][CH:53]=[CH:54][CH:55]=1)([C:56]1[S:57][CH:58]=[CH:59][CH:60]=1)[C:3]([O:5][C@H:6]1[CH2:11][CH2:10][C@H:9]([N:12]([CH2:14][CH2:15][CH2:16][N:17]2[C:21]3[CH:22]=[CH:23][C:24]([CH2:26][NH:27][CH2:28][C@H:29]([OH:42])[C:30]4[CH:39]=[CH:38][C:37]([OH:40])=[C:36]5[C:31]=4[CH:32]=[CH:33][C:34](=[O:41])[NH:35]5)=[CH:25][C:20]=3[NH:19][C:18]2=[O:50])[CH3:13])[CH2:8][CH2:7]1)=[O:4]. The yield is 0.510. (6) The reactants are [C:1]([C:6]1[C:14]([CH3:15])=[CH:13][CH:12]=[CH:11][C:7]=1[C:8]([OH:10])=O)(=[O:5])[CH:2]([CH3:4])[CH3:3].[CH2:16]([O:18][C:19]([C:21]1([NH2:30])[CH2:29][C:28]2[C:23](=[CH:24][CH:25]=[CH:26][CH:27]=2)[CH2:22]1)=[O:20])[CH3:17].CN(C(ON1N=NC2C=CC=NC1=2)=[N+](C)C)C.F[P-](F)(F)(F)(F)F.CCN(C(C)C)C(C)C. The catalyst is CN(C=O)C. The product is [CH2:16]([O:18][C:19]([C:21]1([NH:30][C:8](=[O:10])[C:7]2[CH:11]=[CH:12][CH:13]=[C:14]([CH3:15])[C:6]=2[C:1](=[O:5])[CH:2]([CH3:3])[CH3:4])[CH2:29][C:28]2[C:23](=[CH:24][CH:25]=[CH:26][CH:27]=2)[CH2:22]1)=[O:20])[CH3:17]. The yield is 0.890.